Dataset: Full USPTO retrosynthesis dataset with 1.9M reactions from patents (1976-2016). Task: Predict the reactants needed to synthesize the given product. (1) The reactants are: [C:1]([C:5]1[CH:6]=[C:7]([CH:14]([CH3:16])[CH3:15])[C:8]([OH:13])=[C:9]([CH:12]=1)[CH:10]=O)([CH3:4])([CH3:3])[CH3:2].[C:17]([C:21]1[CH:26]=[CH:25][C:24]([OH:27])=[C:23]([CH:28]([CH3:30])[CH3:29])[CH:22]=1)([CH3:20])([CH3:19])[CH3:18].S(Cl)(Cl)=O. Given the product [CH:10]([C:9]1[C:8]([OH:13])=[C:7]([CH:14]([CH3:15])[CH3:16])[CH:6]=[C:5]([C:1]([CH3:3])([CH3:2])[CH3:4])[CH:12]=1)([C:9]1[C:8]([OH:13])=[C:7]([CH:14]([CH3:16])[CH3:15])[CH:6]=[C:5]([C:1]([CH3:2])([CH3:4])[CH3:3])[CH:12]=1)[C:25]1[C:24]([OH:27])=[C:23]([CH:28]([CH3:30])[CH3:29])[CH:22]=[C:21]([C:17]([CH3:20])([CH3:19])[CH3:18])[CH:26]=1, predict the reactants needed to synthesize it. (2) Given the product [C:1]([O:6][CH2:7][CH:8]([OH:10])[CH2:9][O:11][C:12]1[CH:19]=[CH:18][C:15]([CH:16]=[O:17])=[CH:14][CH:13]=1)(=[O:5])[C:2]([CH3:4])=[CH2:3], predict the reactants needed to synthesize it. The reactants are: [C:1]([O:6][CH2:7][CH:8]1[O:10][CH2:9]1)(=[O:5])[C:2]([CH3:4])=[CH2:3].[OH:11][C:12]1[CH:19]=[CH:18][C:15]([CH:16]=[O:17])=[CH:14][CH:13]=1.[NH4+].N(N(C1C=CC=CC=1)O)=O. (3) Given the product [CH3:28][N:5]([C:1]([CH3:4])([CH3:2])[CH3:3])[C:6]([N:8]1[CH2:9][CH:10]=[C:11]([C:14]2[N:15]=[N:16][N:17]([C:19]3[CH:24]=[CH:23][CH:22]=[CH:21][CH:20]=3)[CH:18]=2)[CH2:12][CH2:13]1)=[O:7], predict the reactants needed to synthesize it. The reactants are: [C:1]([NH:5][C:6]([N:8]1[CH2:13][CH:12]=[C:11]([C:14]2[N:15]=[N:16][N:17]([C:19]3[CH:24]=[CH:23][CH:22]=[CH:21][CH:20]=3)[CH:18]=2)[CH2:10][CH2:9]1)=[O:7])([CH3:4])([CH3:3])[CH3:2].[H-].[K+].O1CCC[CH2:28]1. (4) The reactants are: Br[C:2]1[CH:7]=[C:6]([O:8][CH3:9])[C:5]([Cl:10])=[CH:4][C:3]=1[NH:11][C:12](=O)[C:13](F)(F)F.[C:18]1(C#C)[CH:23]=[CH:22]C=[CH:20][CH:19]=1.[CH2:26](N(CC)CC)C.C(=O)([O-])[O-].[K+].[K+]. Given the product [Cl:10][C:5]1[CH:4]=[C:3]2[C:2]([CH:26]=[C:12]([C:13]3[CH:22]=[CH:23][CH:18]=[CH:19][CH:20]=3)[NH:11]2)=[CH:7][C:6]=1[O:8][CH3:9], predict the reactants needed to synthesize it. (5) Given the product [Cl:19][C:20]1[CH:25]=[CH:24][C:23](/[CH:26]=[CH:27]/[C:28]([N:30]2[CH2:35][CH2:34][CH:33]([C:36]([NH:38][NH:39][C:47](=[O:51])[CH:48]([CH3:50])[CH3:49])=[O:37])[CH2:32][CH2:31]2)=[O:29])=[C:22]([CH2:40][N:41]2[N:45]=[N:44][C:43]([CH3:46])=[N:42]2)[CH:21]=1, predict the reactants needed to synthesize it. The reactants are: C(P1(=O)OP(CCC)(=O)OP(CCC)(=O)O1)CC.[Cl:19][C:20]1[CH:25]=[CH:24][C:23](/[CH:26]=[CH:27]/[C:28]([N:30]2[CH2:35][CH2:34][CH:33]([C:36]([NH:38][NH2:39])=[O:37])[CH2:32][CH2:31]2)=[O:29])=[C:22]([CH2:40][N:41]2[N:45]=[N:44][C:43]([CH3:46])=[N:42]2)[CH:21]=1.[C:47](O)(=[O:51])[CH:48]([CH3:50])[CH3:49].C(N(CC)CC)C. (6) Given the product [Cl:15][C:5]1[C:4]2[C:9](=[CH:10][CH:11]=[C:2]([Cl:1])[CH:3]=2)[N:8]=[CH:7][N:6]=1, predict the reactants needed to synthesize it. The reactants are: [Cl:1][C:2]1[CH:3]=[C:4]2[C:9](=[CH:10][CH:11]=1)[N:8]=[CH:7][N:6]=[C:5]2O.P(Cl)(Cl)([Cl:15])=O.C(N(CC)CC)C.C1(C)C=CC=CC=1. (7) The reactants are: [CH3:1][O:2][C:3]1[CH:8]=[CH:7][CH:6]=[CH:5][C:4]=1[N:9]1[CH2:14][CH2:13][N:12]([C:15](=[S:17])[NH2:16])[CH2:11][CH2:10]1.Br[CH:19]([C:25](=O)[C:26]1[CH:31]=[CH:30][CH:29]=[CH:28][CH:27]=1)[CH2:20][C:21]([O:23][CH3:24])=[O:22]. Given the product [CH3:1][O:2][C:3]1[CH:8]=[CH:7][CH:6]=[CH:5][C:4]=1[N:9]1[CH2:10][CH2:11][N:12]([C:15]2[S:17][C:19]([CH2:20][C:21]([O:23][CH3:24])=[O:22])=[C:25]([C:26]3[CH:31]=[CH:30][CH:29]=[CH:28][CH:27]=3)[N:16]=2)[CH2:13][CH2:14]1, predict the reactants needed to synthesize it.